This data is from CYP3A4 inhibition data for predicting drug metabolism from PubChem BioAssay. The task is: Regression/Classification. Given a drug SMILES string, predict its absorption, distribution, metabolism, or excretion properties. Task type varies by dataset: regression for continuous measurements (e.g., permeability, clearance, half-life) or binary classification for categorical outcomes (e.g., BBB penetration, CYP inhibition). Dataset: cyp3a4_veith. (1) The result is 0 (non-inhibitor). The compound is CNS(=O)(=O)c1ccccc1C(=N)c1ccccc1. (2) The compound is CN(C)CCCn1c2ccccc2c2cnccc21. The result is 0 (non-inhibitor). (3) The compound is Cc1ccc(NS(=O)(=O)c2ccc(NC(=O)c3cccc(NC(=O)C(C)C)c3)cc2)cc1. The result is 1 (inhibitor). (4) The compound is O=C(O)[C@@H]1CCCN[C@H]1C(=O)O. The result is 0 (non-inhibitor). (5) The molecule is CCC#CCOCC(=S)Nc1ccccc1. The result is 0 (non-inhibitor). (6) The compound is OCCN(CO)CO. The result is 0 (non-inhibitor).